Task: Predict the reactants needed to synthesize the given product.. Dataset: Full USPTO retrosynthesis dataset with 1.9M reactions from patents (1976-2016) (1) Given the product [N+:21]([C:24]1[CH:25]=[C:26]2[C:30](=[CH:31][CH:32]=1)[N:29]([C:2]1[N:7]=[C:6]([N:8]3[CH2:13][CH2:12][N:11]([C:14]([O:16][C:17]([CH3:20])([CH3:19])[CH3:18])=[O:15])[CH2:10][CH2:9]3)[CH:5]=[CH:4][N:3]=1)[CH2:28][CH2:27]2)([O-:23])=[O:22], predict the reactants needed to synthesize it. The reactants are: Cl[C:2]1[N:7]=[C:6]([N:8]2[CH2:13][CH2:12][N:11]([C:14]([O:16][C:17]([CH3:20])([CH3:19])[CH3:18])=[O:15])[CH2:10][CH2:9]2)[CH:5]=[CH:4][N:3]=1.[N+:21]([C:24]1[CH:25]=[C:26]2[C:30](=[CH:31][CH:32]=1)[NH:29][CH2:28][CH2:27]2)([O-:23])=[O:22].O. (2) Given the product [CH2:2]([O:1][C:8]1[CH:9]=[CH:10][C:11]([CH2:14][C:15]([NH:53][C:50]2[CH:51]=[C:52]3[C:47](=[CH:48][CH:49]=2)[NH:46][N:45]=[C:44]3[N:43]([CH2:42][CH2:41][N:40]([CH3:55])[CH3:39])[CH3:54])=[O:17])=[CH:12][CH:13]=1)[C:7]1[CH:6]=[CH:5][CH:4]=[CH:3][CH:18]=1, predict the reactants needed to synthesize it. The reactants are: [O:1]([C:8]1[CH:13]=[CH:12][C:11]([CH2:14][C:15]([OH:17])=O)=[CH:10][CH:9]=1)[C:2]1[CH:7]=[CH:6][CH:5]=[CH:4][CH:3]=1.[CH2:18](Cl)CCl.C1C=CC2N(O)N=NC=2C=1.CCN(CC)CC.[CH3:39][N:40]([CH3:55])[CH2:41][CH2:42][N:43]([CH3:54])[C:44]1[C:52]2[C:47](=[CH:48][CH:49]=[C:50]([NH2:53])[CH:51]=2)[NH:46][N:45]=1. (3) Given the product [C:29]([O:33][C:34](=[O:45])[NH:35][CH2:36][CH2:37][C:38]1[O:44][C:42]([CH3:43])=[N:41][N:40]=1)([CH3:32])([CH3:31])[CH3:30], predict the reactants needed to synthesize it. The reactants are: II.C1(P(C2C=CC=CC=2)C2C=CC=CC=2)C=CC=CC=1.C(N(CC)CC)C.[C:29]([O:33][C:34](=[O:45])[NH:35][CH2:36][CH2:37][C:38]([NH:40][NH:41][C:42](=[O:44])[CH3:43])=O)([CH3:32])([CH3:31])[CH3:30]. (4) The reactants are: [O:1]=[C:2]1[CH2:6][CH2:5][CH2:4][N:3]1[C:7]12[CH2:16][CH:11]3[CH2:12][CH:13]([CH2:15][C:9]([C:17](OC)=[O:18])([CH2:10]3)[CH2:8]1)[CH2:14]2.O1CCCC1.[BH4-].[Li+]. Given the product [OH:18][CH2:17][C:9]12[CH2:10][CH:11]3[CH2:12][CH:13]([CH2:14][C:7]([N:3]4[CH2:4][CH2:5][CH2:6][C:2]4=[O:1])([CH2:16]3)[CH2:8]1)[CH2:15]2, predict the reactants needed to synthesize it. (5) Given the product [F:11][C:12]1[CH:13]=[CH:14][C:15]2[N:19]=[C:18]([CH:20]([NH:22][C:2]3[N:10]=[CH:9][N:8]=[C:7]4[C:3]=3[N:4]=[CH:5][NH:6]4)[CH3:21])[N:17]([C:23]3[CH:28]=[CH:27][CH:26]=[C:25]([F:29])[CH:24]=3)[C:16]=2[CH:30]=1, predict the reactants needed to synthesize it. The reactants are: Cl[C:2]1[N:10]=[CH:9][N:8]=[C:7]2[C:3]=1[NH:4][CH:5]=[N:6]2.[F:11][C:12]1[CH:13]=[CH:14][C:15]2[N:19]=[C:18]([CH:20]([NH2:22])[CH3:21])[N:17]([C:23]3[CH:28]=[CH:27][CH:26]=[C:25]([F:29])[CH:24]=3)[C:16]=2[CH:30]=1.CCN(C(C)C)C(C)C.